This data is from Reaction yield outcomes from USPTO patents with 853,638 reactions. The task is: Predict the reaction yield, written as a fraction of the theoretical maximum amount of product (1.0 means a 100% yield; for example, 0.34 means a 34% yield). (1) The reactants are [Cl:1][C:2]1[CH:3]=[C:4]([CH:15]=[CH:16][C:17]=1[F:18])[O:5][C:6]1[CH:11]=[CH:10][C:9]([N+:12]([O-])=O)=[CH:8][N:7]=1.Cl[Sn]Cl. The catalyst is CO. The product is [Cl:1][C:2]1[CH:3]=[C:4]([CH:15]=[CH:16][C:17]=1[F:18])[O:5][C:6]1[N:7]=[CH:8][C:9]([NH2:12])=[CH:10][CH:11]=1. The yield is 0.820. (2) The reactants are [CH3:1][O:2][C:3]1[CH:26]=[C:25]([O:27][CH3:28])[CH:24]=[CH:23][C:4]=1[CH2:5][N:6]1[C:18](=[O:19])[C:17]2[C:16]([OH:20])=[C:15]3[C:10]([CH:11]=[CH:12][CH:13]=[N:14]3)=[C:9]([OH:21])[C:8]=2[C:7]1=[O:22].[OH-].[Na+].[CH2:31]([O:33][C:34](Cl)=[O:35])[CH3:32].[C:37]1([CH:43]([C:46]2[CH:51]=[CH:50][CH:49]=[CH:48][CH:47]=2)[N+]#N)[CH:42]=[CH:41][CH:40]=[CH:39][CH:38]=1. The catalyst is O1CCOCC1.ClCCl.O. The product is [CH2:31]([O:33][C:34](=[O:35])[O:21][C:9]1[C:8]2[C:7](=[O:22])[N:6]([CH2:5][C:4]3[CH:23]=[CH:24][C:25]([O:27][CH3:28])=[CH:26][C:3]=3[O:2][CH3:1])[C:18](=[O:19])[C:17]=2[C:16]([O:20][CH:43]([C:37]2[CH:42]=[CH:41][CH:40]=[CH:39][CH:38]=2)[C:46]2[CH:51]=[CH:50][CH:49]=[CH:48][CH:47]=2)=[C:15]2[C:10]=1[CH:11]=[CH:12][CH:13]=[N:14]2)[CH3:32]. The yield is 0.660. (3) The reactants are [O:1]1[C:5]2[CH:6]=[CH:7][C:8]([C:10]3([C:13]([NH:15][C:16]4[CH:17]=[C:18]5[C:22](=[CH:23][CH:24]=4)[N:21]([CH2:25][CH2:26][CH2:27][C:28]([OH:30])=O)[C:20]([C:31]([CH3:34])([CH3:33])[CH3:32])=[CH:19]5)=[O:14])[CH2:12][CH2:11]3)=[CH:9][C:4]=2[O:3][CH2:2]1.CCN(CC)CC.CN(C(ON1N=NC2C=CC=CC1=2)=[N+](C)C)C.F[P-](F)(F)(F)(F)F.[CH2:66]([CH2:68][NH2:69])[OH:67]. The catalyst is CN(C=O)C. The yield is 0.640. The product is [O:1]1[C:5]2[CH:6]=[CH:7][C:8]([C:10]3([C:13]([NH:15][C:16]4[CH:17]=[C:18]5[C:22](=[CH:23][CH:24]=4)[N:21]([CH2:25][CH2:26][CH2:27][C:28]([NH:69][CH2:68][CH2:66][OH:67])=[O:30])[C:20]([C:31]([CH3:32])([CH3:34])[CH3:33])=[CH:19]5)=[O:14])[CH2:12][CH2:11]3)=[CH:9][C:4]=2[O:3][CH2:2]1. (4) The reactants are [CH:1]1([CH2:6][CH:7]([N:11]2[C:16](=[O:17])[CH:15]=[C:14]([N:18]([CH3:25])[C:19]3[CH:24]=[CH:23][CH:22]=[CH:21][CH:20]=3)[CH:13]=[N:12]2)[C:8](O)=[O:9])[CH2:5][CH2:4][CH2:3][CH2:2]1.CN(C)CCCN=C=NCC.ON1C2C=CC=CC=2N=N1.[NH2:47][C:48]1[CH:52]=[CH:51][N:50]([CH2:53][C:54]([CH3:57])([OH:56])[CH3:55])[N:49]=1. The catalyst is C(Cl)Cl. The product is [CH:1]1([CH2:6][CH:7]([N:11]2[C:16](=[O:17])[CH:15]=[C:14]([N:18]([CH3:25])[C:19]3[CH:20]=[CH:21][CH:22]=[CH:23][CH:24]=3)[CH:13]=[N:12]2)[C:8]([NH:47][C:48]2[CH:52]=[CH:51][N:50]([CH2:53][C:54]([OH:56])([CH3:55])[CH3:57])[N:49]=2)=[O:9])[CH2:2][CH2:3][CH2:4][CH2:5]1. The yield is 0.440. (5) The reactants are [NH2:1][C:2]1[CH:7]=[CH:6][C:5]([CH2:8][C:9]#[N:10])=[CH:4][CH:3]=1.[S-:11][C:12]#[N:13].[K+].BrBr.N. The catalyst is C(O)(=O)C.O. The product is [NH2:13][C:12]1[S:11][C:3]2[CH:4]=[C:5]([CH2:8][C:9]#[N:10])[CH:6]=[CH:7][C:2]=2[N:1]=1. The yield is 0.610.